The task is: Regression. Given two drug SMILES strings and cell line genomic features, predict the synergy score measuring deviation from expected non-interaction effect.. This data is from NCI-60 drug combinations with 297,098 pairs across 59 cell lines. Drug 1: C1=CC(=C2C(=C1NCCNCCO)C(=O)C3=C(C=CC(=C3C2=O)O)O)NCCNCCO. Synergy scores: CSS=52.8, Synergy_ZIP=-6.25, Synergy_Bliss=-6.10, Synergy_Loewe=-4.25, Synergy_HSA=-3.14. Cell line: SK-OV-3. Drug 2: CCC1(CC2CC(C3=C(CCN(C2)C1)C4=CC=CC=C4N3)(C5=C(C=C6C(=C5)C78CCN9C7C(C=CC9)(C(C(C8N6C)(C(=O)OC)O)OC(=O)C)CC)OC)C(=O)OC)O.OS(=O)(=O)O.